This data is from Forward reaction prediction with 1.9M reactions from USPTO patents (1976-2016). The task is: Predict the product of the given reaction. (1) Given the reactants [CH2:1]([NH:8][C@@H:9]1[CH2:18][C:17]2[C:12](=[CH:13][CH:14]=[CH:15][C:16]=2[OH:19])[CH2:11][C@H:10]1[OH:20])[C:2]1[CH:7]=[CH:6][CH:5]=[CH:4][CH:3]=1.C[O-].[Na+].Br[CH2:25][C:26]([O:28][CH2:29][CH3:30])=[O:27], predict the reaction product. The product is: [CH2:1]([NH:8][C@@H:9]1[CH2:18][C:17]2[C:12](=[CH:13][CH:14]=[CH:15][C:16]=2[O:19][CH2:25][C:26]([O:28][CH2:29][CH3:30])=[O:27])[CH2:11][C@H:10]1[OH:20])[C:2]1[CH:3]=[CH:4][CH:5]=[CH:6][CH:7]=1. (2) Given the reactants C([S:6][C:7]1[CH:12]=[CH:11][C:10]([NH:13][S:14]([CH3:17])(=[O:16])=[O:15])=[C:9]([O:18][CH2:19][CH:20]2[CH2:22][CH2:21]2)[CH:8]=1)(=S)OCC.[OH-].[K+].[BH4-].[Na+].OS(O)(=O)=O, predict the reaction product. The product is: [CH:20]1([CH2:19][O:18][C:9]2[CH:8]=[C:7]([SH:6])[CH:12]=[CH:11][C:10]=2[NH:13][S:14]([CH3:17])(=[O:16])=[O:15])[CH2:21][CH2:22]1. (3) Given the reactants C(OC(=O)[NH:7][CH2:8][C:9]([N:11]1[CH2:16][CH2:15][N:14]([C:17]2[CH:22]=[CH:21][C:20]([O:23][CH2:24][C:25]3[CH:30]=[CH:29][CH:28]=[CH:27][CH:26]=3)=[CH:19][CH:18]=2)[CH2:13][CH2:12]1)=[O:10])(C)(C)C.[ClH:32], predict the reaction product. The product is: [Cl-:32].[CH2:24]([O:23][C:20]1[CH:19]=[CH:18][C:17]([N:14]2[CH2:13][CH2:12][N:11]([C:9](=[O:10])[CH2:8][NH3+:7])[CH2:16][CH2:15]2)=[CH:22][CH:21]=1)[C:25]1[CH:26]=[CH:27][CH:28]=[CH:29][CH:30]=1. (4) Given the reactants C([C:4]1[C:5]2[C:14]([CH3:15])=[CH:13][C:12](=[O:16])[N:11]([CH:17]3[CH2:21][CH2:20][CH2:19][CH2:18]3)[C:6]=2[N:7]=[C:8]([NH2:10])[N:9]=1)(=O)C.Cl[C:23]1[N:28]=[N:27][C:26]([N:29]2[CH2:34][CH2:33][N:32]([C:35]([O:37][C:38]([CH3:41])([CH3:40])[CH3:39])=[O:36])[CH2:31][CH2:30]2)=[CH:25][CH:24]=1.C1(P(C2C=CC=CC=2)C2C3[O:61][C:60]4C(=CC=C[C:59]=4P(C4C=CC=CC=4)C4C=CC=CC=4)C(C)(C)C=3C=CC=2)C=CC=CC=1.CC(C)([O-])C.[Na+], predict the reaction product. The product is: [C:60]([C:13]1[C:12](=[O:16])[N:11]([CH:17]2[CH2:21][CH2:20][CH2:19][CH2:18]2)[C:6]2[N:7]=[C:8]([NH:10][C:23]3[N:28]=[N:27][C:26]([N:29]4[CH2:34][CH2:33][N:32]([C:35]([O:37][C:38]([CH3:41])([CH3:40])[CH3:39])=[O:36])[CH2:31][CH2:30]4)=[CH:25][CH:24]=3)[N:9]=[CH:4][C:5]=2[C:14]=1[CH3:15])(=[O:61])[CH3:59]. (5) Given the reactants C1C(=O)N([Br:8])C(=O)C1.[C:9]([C:13]1[CH:14]=[C:15]([P:25](=[O:52])([C:36]2[CH:41]=[C:40]([C:42]([CH3:45])([CH3:44])[CH3:43])[C:39]([O:46][CH3:47])=[C:38]([C:48]([CH3:51])([CH3:50])[CH3:49])[CH:37]=2)[C:26]2[CH:31]=[C:30]([O:32][CH3:33])[CH:29]=[C:28]([O:34][CH3:35])[CH:27]=2)[CH:16]=[C:17]([C:21]([CH3:24])([CH3:23])[CH3:22])[C:18]=1[O:19][CH3:20])([CH3:12])([CH3:11])[CH3:10].CCCCCC, predict the reaction product. The product is: [Br:8][C:27]1[C:28]([O:34][CH3:35])=[CH:29][C:30]([O:32][CH3:33])=[CH:31][C:26]=1[P:25](=[O:52])([C:36]1[CH:37]=[C:38]([C:48]([CH3:51])([CH3:50])[CH3:49])[C:39]([O:46][CH3:47])=[C:40]([C:42]([CH3:45])([CH3:44])[CH3:43])[CH:41]=1)[C:15]1[CH:16]=[C:17]([C:21]([CH3:24])([CH3:23])[CH3:22])[C:18]([O:19][CH3:20])=[C:13]([C:9]([CH3:10])([CH3:11])[CH3:12])[CH:14]=1. (6) Given the reactants CN1C(=O)CCC1.Cl[C:9]1[CH:14]=[N:13][C:12]([Cl:15])=[CH:11][N:10]=1.[C:16]([O:20][C:21]([N:23]1[CH2:28][CH2:27][NH:26][CH2:25][CH2:24]1)=[O:22])([CH3:19])([CH3:18])[CH3:17].C(=O)([O-])[O-].[K+].[K+], predict the reaction product. The product is: [Cl:15][C:12]1[CH:11]=[N:10][C:9]([N:26]2[CH2:25][CH2:24][N:23]([C:21]([O:20][C:16]([CH3:19])([CH3:18])[CH3:17])=[O:22])[CH2:28][CH2:27]2)=[CH:14][N:13]=1. (7) Given the reactants B(Br)(Br)Br.[C:5]([C:7]1[CH:8]=[C:9]([C:15]2[CH:19]=[C:18]([C:20]([O:22][CH2:23][CH3:24])=[O:21])[S:17][N:16]=2)[CH:10]=[CH:11][C:12]=1[O:13]C)#[N:6], predict the reaction product. The product is: [C:5]([C:7]1[CH:8]=[C:9]([C:15]2[CH:19]=[C:18]([C:20]([O:22][CH2:23][CH3:24])=[O:21])[S:17][N:16]=2)[CH:10]=[CH:11][C:12]=1[OH:13])#[N:6]. (8) Given the reactants Cl.C([N:9]1[CH2:14][CH2:13][CH2:12][C:11](=[O:15])[CH2:10]1)C1C=CC=CC=1.[C:27]([O:26][C:24](O[C:24]([O:26][C:27]([CH3:30])([CH3:29])[CH3:28])=[O:25])=[O:25])([CH3:30])([CH3:29])[CH3:28].C(=O)(O)[O-].[Na+].Cl, predict the reaction product. The product is: [C:27]([O:26][C:24]([N:9]1[CH2:14][CH2:13][CH2:12][C:11](=[O:15])[CH2:10]1)=[O:25])([CH3:28])([CH3:29])[CH3:30].